This data is from Full USPTO retrosynthesis dataset with 1.9M reactions from patents (1976-2016). The task is: Predict the reactants needed to synthesize the given product. (1) Given the product [Cl:1][C:2]1[S:3][C:4]([CH2:7][N:26]2[C:27]3[C:23](=[CH:22][CH:21]=[CH:20][C:19]=3[C:18]([F:40])([F:17])[F:41])[C:24]3([C:32]4=[CH:33][C:34]5[O:38][CH2:37][O:36][C:35]=5[CH:39]=[C:31]4[O:30][CH2:29]3)[C:25]2=[O:28])=[CH:5][CH:6]=1, predict the reactants needed to synthesize it. The reactants are: [Cl:1][C:2]1[S:3][C:4]([CH2:7]Cl)=[CH:5][CH:6]=1.BrCC1CCCCO1.[F:17][C:18]([F:41])([F:40])[C:19]1[CH:20]=[CH:21][CH:22]=[C:23]2[C:27]=1[NH:26][C:25](=[O:28])[C:24]12[C:32]2=[CH:33][C:34]3[O:38][CH2:37][O:36][C:35]=3[CH:39]=[C:31]2[O:30][CH2:29]1. (2) Given the product [Cl:14][C:7]1[CH:8]=[CH:9][CH:10]=[C:11]([CH2:12][OH:13])[C:6]=1[NH:5][C:3]([C:2]1[S:40][C:19]([NH:20][C:21]([C:28]2[CH:33]=[CH:32][CH:31]=[CH:30][CH:29]=2)([C:22]2[CH:23]=[CH:24][CH:25]=[CH:26][CH:27]=2)[C:34]2[CH:39]=[CH:38][CH:37]=[CH:36][CH:35]=2)=[N:18][CH:17]=1)=[O:4], predict the reactants needed to synthesize it. The reactants are: Cl[CH2:2][C:3]([NH:5][C:6]1[C:11]([CH2:12][OH:13])=[CH:10][CH:9]=[CH:8][C:7]=1[Cl:14])=[O:4].CN(C)[CH:17]=[N:18][C:19](=[S:40])[NH:20][C:21]([C:34]1[CH:39]=[CH:38][CH:37]=[CH:36][CH:35]=1)([C:28]1[CH:33]=[CH:32][CH:31]=[CH:30][CH:29]=1)[C:22]1[CH:27]=[CH:26][CH:25]=[CH:24][CH:23]=1. (3) Given the product [CH:14]1([C:2]2[CH:3]=[CH:4][C:5]3[CH:9]=[C:8]([CH2:10][OH:11])[S:7][C:6]=3[CH:12]=2)[CH2:16][CH2:15]1, predict the reactants needed to synthesize it. The reactants are: Br[C:2]1[CH:3]=[CH:4][C:5]2[CH:9]=[C:8]([CH2:10][OH:11])[S:7][C:6]=2[CH:12]=1.O.[CH:14]1([B-](F)(F)F)[CH2:16][CH2:15]1.[K+].C(=O)([O-])[O-].[K+].[K+]. (4) Given the product [O:3]1[C:7]2[CH:8]=[CH:9][CH:10]=[C:11]([CH:12]3[CH2:17][CH2:16][N:15]([CH2:18][CH2:19][C@H:20]4[CH2:21][CH2:22][C@H:23]([NH:26][C:33]([C:31]5[O:30][N:29]=[C:28]([CH3:27])[CH:32]=5)=[O:34])[CH2:24][CH2:25]4)[CH2:14][CH2:13]3)[C:6]=2[CH2:5][CH2:4]1, predict the reactants needed to synthesize it. The reactants are: Cl.Cl.[O:3]1[C:7]2[CH:8]=[CH:9][CH:10]=[C:11]([CH:12]3[CH2:17][CH2:16][N:15]([CH2:18][CH2:19][C@H:20]4[CH2:25][CH2:24][C@H:23]([NH2:26])[CH2:22][CH2:21]4)[CH2:14][CH2:13]3)[C:6]=2[CH2:5][CH2:4]1.[CH3:27][C:28]1[CH:32]=[C:31]([C:33](O)=[O:34])[O:30][N:29]=1. (5) Given the product [Br:2][C:3]1[CH:11]=[C:10]2[C:6]([CH2:7][CH2:8][C@H:9]2[NH:12][C:19](=[O:20])[O:18][C:15]([CH3:17])([CH3:16])[CH3:14])=[C:5]([F:13])[CH:4]=1, predict the reactants needed to synthesize it. The reactants are: Cl.[Br:2][C:3]1[CH:11]=[C:10]2[C:6]([CH2:7][CH2:8][C@H:9]2[NH2:12])=[C:5]([F:13])[CH:4]=1.[CH3:14][C:15]([O:18][C:19](O[C:19]([O:18][C:15]([CH3:17])([CH3:16])[CH3:14])=[O:20])=[O:20])([CH3:17])[CH3:16].